This data is from Blood-brain barrier permeability classification from the B3DB database. The task is: Regression/Classification. Given a drug SMILES string, predict its absorption, distribution, metabolism, or excretion properties. Task type varies by dataset: regression for continuous measurements (e.g., permeability, clearance, half-life) or binary classification for categorical outcomes (e.g., BBB penetration, CYP inhibition). Dataset: b3db_classification. (1) The molecule is C=CC=C. The result is 1 (penetrates BBB). (2) The drug is CC(C)(C)C(=O)OCOC(=O)[C@@H]1N2C(=O)[C@@H](NC(=O)[C@H](N)c3ccccc3)[C@H]2SC1(C)C. The result is 0 (does not penetrate BBB). (3) The drug is CCC12CCN(CC3(O)CC3)C(Cc3ccc(O)cc31)C2(C)C. The result is 1 (penetrates BBB). (4) The compound is CO/N=C(/C(=O)N[C@@H]1C(=O)N2C(C(=O)O)=C(/C=C/Sc3n[nH]c(=O)c(=O)n3CC=O)CS[C@H]12)c1csc(N)n1. The result is 0 (does not penetrate BBB). (5) The compound is Cc1c(O)c(=O)ccn1CCCO. The result is 0 (does not penetrate BBB). (6) The compound is O=C(O)C(Cl)Cl. The result is 1 (penetrates BBB). (7) The compound is COCC1=C(C(=O)O)N2C(=O)[C@@H](NC(=O)/C(=N\O)c3csc(N)n3)[C@@H]2SC1. The result is 0 (does not penetrate BBB). (8) The compound is CC(CNC(=O)c1ccccc1)C(=O)OCC(=O)[C@@]12OC(C)(C)O[C@@H]1C[C@H]1[C@@H]3CCC4=CC(=O)C=C[C@]4(C)[C@@]3(F)[C@@H](O)C[C@@]12C. The result is 1 (penetrates BBB).